From a dataset of Reaction yield outcomes from USPTO patents with 853,638 reactions. Predict the reaction yield, written as a fraction of the theoretical maximum amount of product (1.0 means a 100% yield; for example, 0.34 means a 34% yield). The reactants are [CH2:1]1[C@@H:9]2[C@H:4]([CH2:5][C:6]3[CH:13]=[CH:12][CH:11]=[CH:10][C:7]=3[CH2:8]2)[CH2:3][NH:2]1.Br[CH2:15][CH2:16][CH2:17][N:18]1[C:22](=[O:23])[C:21]2=[CH:24][CH:25]=[CH:26][CH:27]=[C:20]2[C:19]1=[O:28].[I-].[K+].C(=O)([O-])[O-].[K+].[K+]. The catalyst is CC(CC)=O. The product is [C:19]1(=[O:28])[N:18]([CH2:17][CH2:16][CH2:15][N:2]2[CH2:3][CH:4]3[CH:9]([CH2:8][C:7]4[CH:10]=[CH:11][CH:12]=[CH:13][C:6]=4[CH2:5]3)[CH2:1]2)[C:22](=[O:23])[C:21]2=[CH:24][CH:25]=[CH:26][CH:27]=[C:20]12. The yield is 0.480.